Dataset: Peptide-MHC class I binding affinity with 185,985 pairs from IEDB/IMGT. Task: Regression. Given a peptide amino acid sequence and an MHC pseudo amino acid sequence, predict their binding affinity value. This is MHC class I binding data. (1) The peptide sequence is MMLAQAYYG. The MHC is HLA-A01:01 with pseudo-sequence HLA-A01:01. The binding affinity (normalized) is 0.0847. (2) The peptide sequence is FQTKGLGISY. The MHC is HLA-A26:01 with pseudo-sequence HLA-A26:01. The binding affinity (normalized) is 0.139. (3) The peptide sequence is KSHNVSLIW. The MHC is HLA-B40:01 with pseudo-sequence HLA-B40:01. The binding affinity (normalized) is 0.0847. (4) The MHC is HLA-B58:01 with pseudo-sequence HLA-B58:01. The binding affinity (normalized) is 0.377. The peptide sequence is STTVKAACWW. (5) The peptide sequence is RQFPTAFEV. The MHC is Mamu-B52 with pseudo-sequence Mamu-B52. The binding affinity (normalized) is 0.291. (6) The MHC is HLA-A31:01 with pseudo-sequence HLA-A31:01. The binding affinity (normalized) is 0.300. The peptide sequence is LTYSQLMTLK. (7) The peptide sequence is MGKTITDVK. The MHC is HLA-B58:01 with pseudo-sequence HLA-B58:01. The binding affinity (normalized) is 0.0847. (8) The peptide sequence is GLFQLIFFL. The MHC is HLA-A02:01 with pseudo-sequence HLA-A02:01. The binding affinity (normalized) is 1.00.